Regression/Classification. Given a drug SMILES string, predict its absorption, distribution, metabolism, or excretion properties. Task type varies by dataset: regression for continuous measurements (e.g., permeability, clearance, half-life) or binary classification for categorical outcomes (e.g., BBB penetration, CYP inhibition). Dataset: rlm. From a dataset of Rat liver microsome stability data. (1) The molecule is O=C(Nc1nc(-c2ccccc2)cs1)c1ccccc1-n1cnnn1. The result is 0 (unstable in rat liver microsomes). (2) The drug is COCc1nc2ccc(-c3ccccc3Cl)c(CN)c2n1C. The result is 1 (stable in rat liver microsomes).